This data is from Forward reaction prediction with 1.9M reactions from USPTO patents (1976-2016). The task is: Predict the product of the given reaction. (1) Given the reactants [NH2:1][C:2]1[S:3][C:4]([CH:7]2[CH2:12][CH2:11][N:10](C(OC(C)(C)C)=O)[CH2:9][CH2:8]2)=[CH:5][N:6]=1.[ClH:20].C(OCC)(=O)C, predict the reaction product. The product is: [ClH:20].[NH:10]1[CH2:9][CH2:8][CH:7]([C:4]2[S:3][C:2]([NH2:1])=[N:6][CH:5]=2)[CH2:12][CH2:11]1. (2) Given the reactants [C:1]([O:5][C:6](=[O:12])[NH:7][CH2:8][CH2:9][CH2:10][NH2:11])([CH3:4])([CH3:3])[CH3:2].[C:13](Cl)(=[O:20])[C:14]1[CH:19]=[CH:18][CH:17]=[CH:16][CH:15]=1.C(N(CC)CC)C, predict the reaction product. The product is: [C:1]([O:5][C:6](=[O:12])[NH:7][CH2:8][CH2:9][CH2:10][NH:11][C:13](=[O:20])[C:14]1[CH:19]=[CH:18][CH:17]=[CH:16][CH:15]=1)([CH3:4])([CH3:2])[CH3:3]. (3) The product is: [OH:29][CH2:28][CH2:27][CH2:26][CH2:25][N:9]([CH2:8][CH2:7][OH:6])[S:10]([C:13]1[CH:18]=[CH:17][C:16]([C:19]2[CH:24]=[CH:23][CH:22]=[CH:21][CH:20]=2)=[CH:15][CH:14]=1)(=[O:12])=[O:11]. Given the reactants C([Si](C1C=CC=CC=1)(C1C=CC=CC=1)[O:6][CH2:7][CH2:8][N:9]([CH2:25][CH2:26][CH2:27][CH2:28][OH:29])[S:10]([C:13]1[CH:18]=[CH:17][C:16]([C:19]2[CH:24]=[CH:23][CH:22]=[CH:21][CH:20]=2)=[CH:15][CH:14]=1)(=[O:12])=[O:11])(C)(C)C, predict the reaction product.